This data is from NCI-60 drug combinations with 297,098 pairs across 59 cell lines. The task is: Regression. Given two drug SMILES strings and cell line genomic features, predict the synergy score measuring deviation from expected non-interaction effect. Drug 2: CC=C1C(=O)NC(C(=O)OC2CC(=O)NC(C(=O)NC(CSSCCC=C2)C(=O)N1)C(C)C)C(C)C. Drug 1: CCCS(=O)(=O)NC1=C(C(=C(C=C1)F)C(=O)C2=CNC3=C2C=C(C=N3)C4=CC=C(C=C4)Cl)F. Synergy scores: CSS=4.55, Synergy_ZIP=-2.69, Synergy_Bliss=-6.61, Synergy_Loewe=-45.6, Synergy_HSA=-7.44. Cell line: HOP-92.